Dataset: Full USPTO retrosynthesis dataset with 1.9M reactions from patents (1976-2016). Task: Predict the reactants needed to synthesize the given product. (1) Given the product [F:30][C:31]1[CH:32]=[C:33]([C:19]2[C:20]([N:22]3[CH2:26][C@@H:25]([CH2:27][OH:28])[C@H:24]([OH:29])[CH2:23]3)=[N:21][CH:2]=[C:3]([C:4]([NH:6][C:7]3[CH:12]=[CH:11][C:10]([O:13][C:14]([F:17])([F:16])[F:15])=[CH:9][CH:8]=3)=[O:5])[CH:18]=2)[CH:34]=[N:35][CH:36]=1, predict the reactants needed to synthesize it. The reactants are: Br[C:2]1[N:21]=[C:20]([N:22]2[CH2:26][C@@H:25]([CH2:27][OH:28])[C@H:24]([OH:29])[CH2:23]2)[CH:19]=[CH:18][C:3]=1[C:4]([NH:6][C:7]1[CH:12]=[CH:11][C:10]([O:13][C:14]([F:17])([F:16])[F:15])=[CH:9][CH:8]=1)=[O:5].[F:30][C:31]1[CH:32]=[C:33](B(O)O)[CH:34]=[N:35][CH:36]=1. (2) Given the product [NH2:1][C:2]1[CH:7]=[CH:6][C:5]([O:8][C:16]2[CH:17]=[CH:18][C:19]3[N:20]([CH:22]=[C:23]([NH:38][C:39]([CH:13]4[CH2:10][CH2:9]4)=[O:40])[N:24]=3)[N:21]=2)=[CH:4][CH:3]=1, predict the reactants needed to synthesize it. The reactants are: [NH2:1][C:2]1[CH:7]=[CH:6][C:5]([OH:8])=[CH:4][CH:3]=1.[CH3:9][C:10]([CH3:13])([O-])C.[K+].I[C:16]1[CH:17]=[CH:18][C:19]2[N:20]([CH:22]=[C:23](C3(C(N)=O)CC3)[N:24]=2)[N:21]=1.C(=O)([O-])[O-].[K+].[K+].C[N:38](C)[CH:39]=[O:40]. (3) Given the product [OH:21][C:18]1[CH:17]=[CH:16][C:15]([C:28]2[CH:29]=[CH:24][CH:25]=[C:26]([CH2:30][C:31]([O:33][CH3:34])=[O:32])[CH:27]=2)=[CH:20][CH:19]=1, predict the reactants needed to synthesize it. The reactants are: C(=O)([O-])[O-].[K+].[K+].CC1(C)C(C)(C)OB([C:15]2[CH:20]=[CH:19][C:18]([OH:21])=[CH:17][CH:16]=2)O1.Br[C:24]1[CH:25]=[C:26]([CH2:30][C:31]([O:33][CH3:34])=[O:32])[CH:27]=[CH:28][CH:29]=1.Cl. (4) Given the product [C:23]([C:17]1[N:16]=[C:15]2[C:14]3[CH:13]=[CH:12][CH:11]=[CH:10][C:9]=3[C:8](=[N:7][O:6][CH2:5][C:4]([OH:26])=[O:3])[C:20]2=[N:19][C:18]=1[C:21]#[N:22])(=[O:25])[NH2:24], predict the reactants needed to synthesize it. The reactants are: C([O:3][C:4](=[O:26])[CH2:5][O:6][N:7]=[C:8]1[C:20]2[C:15](=[N:16][C:17]([C:23](=[O:25])[NH2:24])=[C:18]([C:21]#[N:22])[N:19]=2)[C:14]2[CH:13]=[CH:12][CH:11]=[CH:10][C:9]1=2)C.O[Li].O.Cl. (5) Given the product [CH3:1][O:2][C:3](=[O:31])[C:4]1[CH:9]=[CH:8][C:7]([O:10][CH2:11][C:12]2[C:13]([C:25]3[CH:30]=[CH:29][CH:28]=[CH:27][CH:26]=3)=[N:14][O:15][C:16]=2[CH:17]=[O:33])=[N:6][CH:5]=1, predict the reactants needed to synthesize it. The reactants are: [CH3:1][O:2][C:3](=[O:31])[C:4]1[CH:9]=[CH:8][C:7]([O:10][CH2:11][C:12]2[C:13]([C:25]3[CH:30]=[CH:29][CH:28]=[CH:27][CH:26]=3)=[N:14][O:15][C:16]=2/[CH:17]=C/C2C=CC=CC=2)=[N:6][CH:5]=1.I([O-])(=O)(=O)=[O:33].[Na+].C(OCC)(=O)C.O. (6) Given the product [CH3:14][C:3]1[C:2]([C:21]2[CH:22]=[CH:23][C:18]([CH2:17][C:15]#[N:16])=[CH:19][CH:20]=2)=[C:10]2[N:5]([CH:6]=[N:7][C:8]3[CH:13]=[CH:12][S:11][C:9]=32)[N:4]=1, predict the reactants needed to synthesize it. The reactants are: Br[C:2]1[C:3]([CH3:14])=[N:4][N:5]2[C:10]=1[C:9]1[S:11][CH:12]=[CH:13][C:8]=1[N:7]=[CH:6]2.[C:15]([CH2:17][C:18]1[CH:23]=[CH:22][C:21](B(O)O)=[CH:20][CH:19]=1)#[N:16].C(=O)([O-])[O-].[Na+].[Na+].ClCCl.